From a dataset of Reaction yield outcomes from USPTO patents with 853,638 reactions. Predict the reaction yield, written as a fraction of the theoretical maximum amount of product (1.0 means a 100% yield; for example, 0.34 means a 34% yield). (1) The reactants are [Cl:1][C:2]1[CH:17]=[CH:16][C:5]([C:6]([NH:8][C:9]2[CH:14]=[CH:13][C:12]([OH:15])=[CH:11][CH:10]=2)=[O:7])=[CH:4][C:3]=1[N+:18]([O-:20])=[O:19].[H-].[Na+].Cl[CH2:24][O:25][CH2:26][CH3:27].ClCCl. The catalyst is CO. The product is [Cl:1][C:2]1[CH:17]=[CH:16][C:5]([C:6]([NH:8][C:9]2[CH:10]=[CH:11][C:12]([O:15][CH2:24][O:25][CH2:26][CH3:27])=[CH:13][CH:14]=2)=[O:7])=[CH:4][C:3]=1[N+:18]([O-:20])=[O:19]. The yield is 0.810. (2) The reactants are [CH3:1][O:2][C:3](=[O:30])[C:4]1[CH:9]=[CH:8][C:7]([O:10][C:11]2[CH:16]=[CH:15][C:14]([CH2:17][CH:18]([NH:22][C:23]([O:25][C:26]([CH3:29])([CH3:28])[CH3:27])=[O:24])[C:19](O)=[O:20])=[CH:13][CH:12]=2)=[N:6][CH:5]=1.[CH2:31]([N:33](CC)[CH2:34]C)C.F[P-](F)(F)(F)(F)F.N1(O[P+](N(C)C)(N(C)C)N(C)C)C2C=CC=CC=2N=N1.CNC. The catalyst is C(Cl)Cl. The product is [CH3:1][O:2][C:3](=[O:30])[C:4]1[CH:9]=[CH:8][C:7]([O:10][C:11]2[CH:16]=[CH:15][C:14]([CH2:17][CH:18]([NH:22][C:23]([O:25][C:26]([CH3:29])([CH3:27])[CH3:28])=[O:24])[C:19](=[O:20])[N:33]([CH3:34])[CH3:31])=[CH:13][CH:12]=2)=[N:6][CH:5]=1. The yield is 0.980. (3) The reactants are Cl[C:2]1[N:7]=[C:6]([C:8]2[S:12][CH:11]=[N:10][C:9]=2[C:13]2[CH:14]=[C:15]([NH:19][S:20]([C:23]3[C:28]([F:29])=[CH:27][CH:26]=[CH:25][C:24]=3[F:30])(=[O:22])=[O:21])[CH:16]=[CH:17][CH:18]=2)[CH:5]=[CH:4][N:3]=1. The catalyst is C(N)C(C)C. The product is [F:30][C:24]1[CH:25]=[CH:26][CH:27]=[C:28]([F:29])[C:23]=1[S:20]([NH:19][C:15]1[CH:16]=[CH:17][CH:18]=[C:13]([C:9]2[N:10]=[CH:11][S:12][C:8]=2[C:6]2[CH:5]=[CH:4][N:3]=[C:2]([NH:10][CH2:9][CH:13]([CH3:14])[CH3:18])[N:7]=2)[CH:14]=1)(=[O:22])=[O:21]. The yield is 0.602. (4) The reactants are C([N:8]1[CH:12]=[C:11]([CH2:13][CH2:14][CH2:15][CH2:16]O)[C:10]([O:18][CH2:19][CH3:20])=[N:9]1)C1C=CC=CC=1.[OH:21][C:22]1[CH:26]=[C:25]([CH2:27][CH2:28][C:29]([O:31][CH2:32][CH3:33])=[O:30])[N:24]([C:34]2[CH:39]=[CH:38][CH:37]=[CH:36][CH:35]=2)[N:23]=1.C(P(CCCC)CCCC)CCC.N(C(N1CCCCC1)=O)=NC(N1CCCCC1)=O. The catalyst is O1CCCC1. The product is [CH2:19]([O:18][C:10]1[C:11]([CH2:13][CH2:14][CH2:15][CH2:16][O:21][C:22]2[CH:26]=[C:25]([CH2:27][CH2:28][C:29]([O:31][CH2:32][CH3:33])=[O:30])[N:24]([C:34]3[CH:35]=[CH:36][CH:37]=[CH:38][CH:39]=3)[N:23]=2)=[CH:12][NH:8][N:9]=1)[CH3:20]. The yield is 0.570. (5) The reactants are Cl.[NH2:2][CH2:3][C:4]1([CH2:10][C:11]([O:13][CH2:14][C:15]2[CH:20]=[CH:19][CH:18]=[CH:17][CH:16]=2)=[O:12])[CH2:9][CH2:8][CH2:7][CH2:6][CH2:5]1.Cl[C:22]([O:24][CH:25]([Cl:27])[CH3:26])=[O:23].CN1CCOCC1. The catalyst is ClCCl. The product is [Cl:27][CH:25]([O:24][C:22]([NH:2][CH2:3][C:4]1([CH2:10][C:11]([O:13][CH2:14][C:15]2[CH:16]=[CH:17][CH:18]=[CH:19][CH:20]=2)=[O:12])[CH2:9][CH2:8][CH2:7][CH2:6][CH2:5]1)=[O:23])[CH3:26]. The yield is 0.980. (6) The reactants are C([O:3][C:4](=[O:38])[CH2:5][NH:6][C:7]1[CH:12]=[C:11]([CH:13]2[CH2:18][CH2:17][CH2:16][N:15]([C:19]([C:21]3[S:25][C:24]([C:26]4[CH:31]=[CH:30][C:29]([C:32]([F:35])([F:34])[F:33])=[CH:28][CH:27]=4)=[N:23][C:22]=3[CH3:36])=[O:20])[CH2:14]2)[CH:10]=[CH:9][C:8]=1[CH3:37])C.C(=O)([O-])[O-].[K+].[K+].CO. The catalyst is O. The product is [CH3:37][C:8]1[CH:9]=[CH:10][C:11]([CH:13]2[CH2:18][CH2:17][CH2:16][N:15]([C:19]([C:21]3[S:25][C:24]([C:26]4[CH:31]=[CH:30][C:29]([C:32]([F:35])([F:33])[F:34])=[CH:28][CH:27]=4)=[N:23][C:22]=3[CH3:36])=[O:20])[CH2:14]2)=[CH:12][C:7]=1[NH:6][CH2:5][C:4]([OH:38])=[O:3]. The yield is 0.990. (7) The reactants are Cl.Cl.Cl.[N+:4]([C:7]1[CH:48]=[CH:47][C:10]([C:11]([O:13][C@H:14]2[C:18]3[N:19]=[CH:20][N:21]=[C:22]([N:23]4[C:43]5[C:38](=[C:39]([CH2:44][NH2:45])[CH:40]=[CH:41][CH:42]=5)[C:25]5([CH2:30][CH2:29][N:28]([CH2:31][C:32]6[CH:37]=[CH:36][CH:35]=[CH:34][CH:33]=6)[CH2:27][CH2:26]5)[CH2:24]4)[C:17]=3[C@H:16]([CH3:46])[CH2:15]2)=[O:12])=[CH:9][CH:8]=1)([O-:6])=[O:5].CCN(CC)CC.[C:56](Cl)(=[O:58])[CH3:57]. The catalyst is C(Cl)Cl. The product is [N+:4]([C:7]1[CH:8]=[CH:9][C:10]([C:11]([O:13][C@H:14]2[C:18]3[N:19]=[CH:20][N:21]=[C:22]([N:23]4[C:43]5[C:38](=[C:39]([CH2:44][NH:45][C:56](=[O:58])[CH3:57])[CH:40]=[CH:41][CH:42]=5)[C:25]5([CH2:30][CH2:29][N:28]([CH2:31][C:32]6[CH:37]=[CH:36][CH:35]=[CH:34][CH:33]=6)[CH2:27][CH2:26]5)[CH2:24]4)[C:17]=3[C@H:16]([CH3:46])[CH2:15]2)=[O:12])=[CH:47][CH:48]=1)([O-:6])=[O:5]. The yield is 0.680. (8) The reactants are [OH:1][C:2]1[C:11]2[C:6](=[N:7][CH:8]=[CH:9][CH:10]=2)[N:5]([CH2:12][CH2:13][CH:14]([CH3:16])[CH3:15])[C:4](=[O:17])[C:3]=1[C:18]1[NH:23][C:22]2[CH:24]=[CH:25][C:26]([NH:28][S:29]([C:32]3[CH:37]=[CH:36][CH:35]=[CH:34][C:33]=3[N+:38]([O-])=O)(=[O:31])=[O:30])=[CH:27][C:21]=2[S:20](=[O:42])(=[O:41])[N:19]=1.[NH4+].[Cl-]. The catalyst is CO.O1CCCC1.O.[Fe]. The product is [NH2:38][C:33]1[CH:34]=[CH:35][CH:36]=[CH:37][C:32]=1[S:29]([NH:28][C:26]1[CH:25]=[CH:24][C:22]2[NH:23][C:18]([C:3]3[C:4](=[O:17])[N:5]([CH2:12][CH2:13][CH:14]([CH3:16])[CH3:15])[C:6]4[C:11]([C:2]=3[OH:1])=[CH:10][CH:9]=[CH:8][N:7]=4)=[N:19][S:20](=[O:42])(=[O:41])[C:21]=2[CH:27]=1)(=[O:31])=[O:30]. The yield is 0.920.